From a dataset of Catalyst prediction with 721,799 reactions and 888 catalyst types from USPTO. Predict which catalyst facilitates the given reaction. (1) The catalyst class is: 2. Reactant: [C:1]([O:5][C:6](=[O:33])[C:7]1[CH:12]=[C:11]([O:13][CH2:14][C:15]2[CH:20]=[CH:19][CH:18]=[CH:17][CH:16]=2)[C:10]([CH2:21][C:22]([CH3:24])=[CH2:23])=[C:9]([O:25][CH2:26][C:27]2[CH:32]=[CH:31][CH:30]=[CH:29][CH:28]=2)[CH:8]=1)([CH3:4])([CH3:3])[CH3:2].C1C=C(Cl)C=C(C(OO)=[O:42])C=1. Product: [C:1]([O:5][C:6](=[O:33])[C:7]1[CH:8]=[C:9]([O:25][CH2:26][C:27]2[CH:28]=[CH:29][CH:30]=[CH:31][CH:32]=2)[C:10]([CH2:21][C:22]2([CH3:24])[CH2:23][O:42]2)=[C:11]([O:13][CH2:14][C:15]2[CH:16]=[CH:17][CH:18]=[CH:19][CH:20]=2)[CH:12]=1)([CH3:2])([CH3:3])[CH3:4]. (2) Reactant: Cl[C:2]1[N:7]=[C:6]([C:8]2[N:12]3[CH:13]=[CH:14][CH:15]=[CH:16][C:11]3=[N:10][C:9]=2[C:17]2[CH:18]=[C:19]([CH:31]=[CH:32][CH:33]=2)[C:20]([NH:22][C:23]2[C:28]([F:29])=[CH:27][CH:26]=[CH:25][C:24]=2[F:30])=[O:21])[CH:5]=[CH:4][N:3]=1.[CH3:34][C:35]1[C:36]([N:44]2[CH2:49][CH2:48][CH:47]([N:50]3[CH2:55][CH2:54][N:53]([S:56]([CH3:59])(=[O:58])=[O:57])[CH2:52][CH2:51]3)[CH2:46][CH2:45]2)=[CH:37][C:38]([O:42][CH3:43])=[C:39]([CH:41]=1)[NH2:40].C1(C)C=CC(S(O)(=O)=O)=CC=1. Product: [F:30][C:24]1[CH:25]=[CH:26][CH:27]=[C:28]([F:29])[C:23]=1[NH:22][C:20](=[O:21])[C:19]1[CH:31]=[CH:32][CH:33]=[C:17]([C:9]2[N:10]=[C:11]3[CH:16]=[CH:15][CH:14]=[CH:13][N:12]3[C:8]=2[C:6]2[CH:5]=[CH:4][N:3]=[C:2]([NH:40][C:39]3[CH:41]=[C:35]([CH3:34])[C:36]([N:44]4[CH2:49][CH2:48][CH:47]([N:50]5[CH2:51][CH2:52][N:53]([S:56]([CH3:59])(=[O:58])=[O:57])[CH2:54][CH2:55]5)[CH2:46][CH2:45]4)=[CH:37][C:38]=3[O:42][CH3:43])[N:7]=2)[CH:18]=1. The catalyst class is: 41. (3) Product: [CH2:1]([O:3][C:4]([C:6]1[CH:7]=[N:8][C:9]2[C:14]([C:15]=1[C:16]1[CH:21]=[C:20]([CH2:22][OH:23])[CH:19]=[CH:18][C:17]=1[O:24][CH3:25])=[CH:13][CH:12]=[C:11]([C:26]([F:29])([F:27])[F:28])[CH:10]=2)=[O:5])[CH3:2]. The catalyst class is: 8. Reactant: [CH2:1]([O:3][C:4]([C:6]1[CH:7]=[N:8][C:9]2[C:14]([C:15]=1[C:16]1[CH:21]=[C:20]([CH:22]=[O:23])[CH:19]=[CH:18][C:17]=1[O:24][CH3:25])=[CH:13][CH:12]=[C:11]([C:26]([F:29])([F:28])[F:27])[CH:10]=2)=[O:5])[CH3:2].[BH4-].[Na+]. (4) Reactant: N[C:2]1[CH:11]=[CH:10][CH:9]=[C:8]2[C:3]=1[C:4](O)([C:13]([F:16])([F:15])[F:14])[CH2:5][C:6](=[O:12])[NH:7]2.N([O-])=[O:19].[Na+]. Product: [OH:19][C:2]1[CH:11]=[CH:10][CH:9]=[C:8]2[C:3]=1[C:4]([C:13]([F:16])([F:15])[F:14])=[CH:5][C:6](=[O:12])[NH:7]2. The catalyst class is: 561.